This data is from Catalyst prediction with 721,799 reactions and 888 catalyst types from USPTO. The task is: Predict which catalyst facilitates the given reaction. Reactant: [N:1]1[N:2]([C:10]2[CH:15]=[CH:14][C:13]([OH:16])=[CH:12][CH:11]=2)[CH:3]=[C:4]2[C:9]=1[CH:8]=[CH:7][CH:6]=[CH:5]2.[I-].[Na+].[H-].[Na+].Cl[CH2:22][CH2:23][CH2:24][N:25]1[CH2:29][CH2:28][CH2:27][CH2:26]1. Product: [N:25]1([CH2:24][CH2:23][CH2:22][O:16][C:13]2[CH:14]=[CH:15][C:10]([N:2]3[CH:3]=[C:4]4[C:9]([CH:8]=[CH:7][CH:6]=[CH:5]4)=[N:1]3)=[CH:11][CH:12]=2)[CH2:29][CH2:28][CH2:27][CH2:26]1. The catalyst class is: 9.